From a dataset of Forward reaction prediction with 1.9M reactions from USPTO patents (1976-2016). Predict the product of the given reaction. (1) Given the reactants [F:1][C:2]1[CH:3]=[C:4]([CH:49]=[CH:50][CH:51]=1)[CH2:5][N:6]1[C:10]([CH3:11])=[C:9]([C:12]2[C:20]3[C:15](=[N:16][CH:17]=[C:18]([C:21]4[CH:22]=[CH:23][C:24]([N:32]5[CH2:37][CH2:36][O:35][CH2:34][CH2:33]5)=[C:25]([NH:27][S:28]([CH3:31])(=[O:30])=[O:29])[CH:26]=4)[CH:19]=3)[N:14](S(C3C=CC(C)=CC=3)(=O)=O)[CH:13]=2)[C:8]([CH3:48])=[N:7]1.[OH-].[Li+], predict the reaction product. The product is: [F:1][C:2]1[CH:3]=[C:4]([CH:49]=[CH:50][CH:51]=1)[CH2:5][N:6]1[C:10]([CH3:11])=[C:9]([C:12]2[C:20]3[C:15](=[N:16][CH:17]=[C:18]([C:21]4[CH:22]=[CH:23][C:24]([N:32]5[CH2:33][CH2:34][O:35][CH2:36][CH2:37]5)=[C:25]([NH:27][S:28]([CH3:31])(=[O:29])=[O:30])[CH:26]=4)[CH:19]=3)[NH:14][CH:13]=2)[C:8]([CH3:48])=[N:7]1. (2) Given the reactants [Br:1][C:2]1[N:3]=[C:4]([NH2:9])[C:5]([NH2:8])=[N:6][CH:7]=1.CN(C=O)C.C(Cl)Cl.[H-].[Na+].[C:20]([C:24]1[C:25]([Cl:33])=[C:26]([C:30](Cl)=[O:31])[N:27]([CH3:29])[N:28]=1)([CH3:23])([CH3:22])[CH3:21], predict the reaction product. The product is: [NH2:9][C:4]1[C:5]([NH:8][C:30]([C:26]2[N:27]([CH3:29])[N:28]=[C:24]([C:20]([CH3:22])([CH3:21])[CH3:23])[C:25]=2[Cl:33])=[O:31])=[N:6][CH:7]=[C:2]([Br:1])[N:3]=1. (3) Given the reactants [NH2:1][C:2]1[S:3][C:4]([C:7]#[N:8])=[CH:5][N:6]=1.Cl[C:10]1[N:15]=[CH:14][N:13]=[C:12]([Cl:16])[CH:11]=1.[O-]P([O-])([O-])=O.[K+].[K+].[K+].OP(O)(O)=O, predict the reaction product. The product is: [Cl:16][C:12]1[N:13]=[CH:14][N:15]=[C:10]([NH:1][C:2]2[S:3][C:4]([C:7]#[N:8])=[CH:5][N:6]=2)[CH:11]=1. (4) The product is: [F:1][C:2]1[C:7]([F:8])=[C:6]([O:9][CH2:10][CH2:11][N:12]([CH2:14][CH2:15][O:16][CH3:17])[CH3:13])[C:5]([C:61]2[CH:62]=[N:63][CH:64]=[CH:65][CH:66]=2)=[CH:4][C:3]=1[CH2:19][N:20]1[N:21]([CH3:55])[C:22]2([CH2:26][CH2:25][CH2:24][CH2:23]2)[C:27]([OH:54])=[C:28]([C:31]([NH:33][C:34]2[CH:39]=[CH:38][C:37]([C:40]([F:43])([F:41])[F:42])=[CH:36][C:35]=2[C:44]2[CH:49]=[C:48]([C:50]([F:53])([F:52])[F:51])[N:47]=[CH:46][N:45]=2)=[O:32])[C:29]1=[O:30]. Given the reactants [F:1][C:2]1[C:7]([F:8])=[C:6]([O:9][CH2:10][CH2:11][N:12]([CH2:14][CH2:15][O:16][CH3:17])[CH3:13])[C:5](I)=[CH:4][C:3]=1[CH2:19][N:20]1[C:29](=[O:30])[C:28]([C:31]([NH:33][C:34]2[CH:39]=[CH:38][C:37]([C:40]([F:43])([F:42])[F:41])=[CH:36][C:35]=2[C:44]2[CH:49]=[C:48]([C:50]([F:53])([F:52])[F:51])[N:47]=[CH:46][N:45]=2)=[O:32])=[C:27]([OH:54])[C:22]2([CH2:26][CH2:25][CH2:24][CH2:23]2)[N:21]1[CH3:55].C(O)C.B([O-])([O-])O[C:61]1[CH:62]=[N:63][CH:64]=[CH:65][CH:66]=1.C(=O)([O-])[O-].[Na+].[Na+], predict the reaction product. (5) Given the reactants [Cl:1][C:2]1[CH:7]=[C:6]([C:8](Cl)=[O:9])[CH:5]=[CH:4][N:3]=1.[NH2:11][C:12]1[CH:13]=[C:14]([NH:19][C:20]([C:22]2[CH:27]=[CH:26][N:25]=[C:24]([N:28]3[CH2:33][CH2:32][O:31][CH2:30][CH2:29]3)[CH:23]=2)=[O:21])[CH:15]=[CH:16][C:17]=1[Cl:18], predict the reaction product. The product is: [Cl:1][C:2]1[CH:7]=[C:6]([C:8]([NH:11][C:12]2[CH:13]=[C:14]([NH:19][C:20]([C:22]3[CH:27]=[CH:26][N:25]=[C:24]([N:28]4[CH2:29][CH2:30][O:31][CH2:32][CH2:33]4)[CH:23]=3)=[O:21])[CH:15]=[CH:16][C:17]=2[Cl:18])=[O:9])[CH:5]=[CH:4][N:3]=1.